Dataset: Catalyst prediction with 721,799 reactions and 888 catalyst types from USPTO. Task: Predict which catalyst facilitates the given reaction. (1) Reactant: CC1C=CC(S(O[CH2:12][CH:13]2[O:18][C:17]3[CH:19]=[C:20]([F:23])[CH:21]=[CH:22][C:16]=3[O:15][CH2:14]2)(=O)=O)=CC=1.[CH2:24]([NH:27][CH2:28][CH2:29][CH3:30])[CH2:25][CH3:26]. Product: [F:23][C:20]1[CH:21]=[CH:22][C:16]2[O:15][CH2:14][CH:13]([CH2:12][N:27]([CH2:28][CH2:29][CH3:30])[CH2:24][CH2:25][CH3:26])[O:18][C:17]=2[CH:19]=1. The catalyst class is: 10. (2) The catalyst class is: 14. Product: [N:23]1[C:22]2[C:21](=[CH:4][CH:6]=[CH:7][CH:8]=2)[N:20]=[CH:19][C:18]=1[C:16]([NH:15][C:6]1([C:4]([OH:5])=[O:30])[CH2:7][C:8]2[C:13](=[CH:12][CH:11]=[CH:10][CH:9]=2)[CH2:14]1)=[O:28]. Reactant: C(O[C:4]([C:6]1([NH:15][C:16]([C:18]2[C:19]3[N:20]=[CH:21][CH:22]=[N:23]C=3C=CC=2)=O)[CH2:14][C:13]2[C:8](=[CH:9][CH:10]=[CH:11][CH:12]=2)[CH2:7]1)=[O:5])C.[OH-:28].[K+].[OH2:30]. (3) Reactant: [NH2:1][C@H:2]([CH2:10][OH:11])[CH2:3][C:4]1[CH:9]=[CH:8][CH:7]=[CH:6][CH:5]=1.C(O)(=O)C.[CH:16](=O)[C:17]1[CH:22]=[CH:21][CH:20]=[CH:19][CH:18]=1.C([BH3-])#N.[Na+]. Product: [CH2:16]([NH:1][C@H:2]([CH2:10][OH:11])[CH2:3][C:4]1[CH:5]=[CH:6][CH:7]=[CH:8][CH:9]=1)[C:17]1[CH:22]=[CH:21][CH:20]=[CH:19][CH:18]=1. The catalyst class is: 5. (4) Reactant: Cl.[Cl:2][C:3]1[C:4]([NH:13][C@H:14]2[CH2:18][CH2:17][CH2:16][C@@H:15]2[NH2:19])=[N:5][CH:6]=[C:7]([C:9]([F:12])([F:11])[F:10])[CH:8]=1.[N:20]1[CH:25]=[CH:24][CH:23]=[N:22][C:21]=1[C:26]1[C:27]([C:32](O)=[O:33])=[N:28][CH:29]=[CH:30][CH:31]=1.N1C2C(=NC=CC=2)N(O)N=1.C(Cl)CCl.C(N(CC)CC)C. Product: [Cl:2][C:3]1[C:4]([NH:13][C@H:14]2[CH2:18][CH2:17][CH2:16][C@@H:15]2[NH:19][C:32]([C:27]2[C:26]([C:21]3[N:20]=[CH:25][CH:24]=[CH:23][N:22]=3)=[CH:31][CH:30]=[CH:29][N:28]=2)=[O:33])=[N:5][CH:6]=[C:7]([C:9]([F:12])([F:10])[F:11])[CH:8]=1. The catalyst class is: 2. (5) Reactant: Br[CH:2]1[CH2:6][CH2:5][N:4]([CH2:7][C:8]2[CH:13]=[CH:12][C:11]([CH3:14])=[C:10]([F:15])[CH:9]=2)[C:3]1=[O:16].[CH2:17]([O:24][C:25]1[CH:30]=[CH:29][C:28]([CH:31]2[CH2:36][CH2:35][NH:34][CH2:33][C:32]2([F:38])[F:37])=[CH:27][CH:26]=1)[C:18]1[CH:23]=[CH:22][CH:21]=[CH:20][CH:19]=1.C(N(CC)CC)C. Product: [CH2:17]([O:24][C:25]1[CH:30]=[CH:29][C:28]([CH:31]2[CH2:36][CH2:35][N:34]([CH:2]3[CH2:6][CH2:5][N:4]([CH2:7][C:8]4[CH:13]=[CH:12][C:11]([CH3:14])=[C:10]([F:15])[CH:9]=4)[C:3]3=[O:16])[CH2:33][C:32]2([F:38])[F:37])=[CH:27][CH:26]=1)[C:18]1[CH:19]=[CH:20][CH:21]=[CH:22][CH:23]=1. The catalyst class is: 6. (6) Reactant: [CH:1]([C:3]1[C:11]2[C:6](=[CH:7][CH:8]=[CH:9][C:10]=2[OH:12])[NH:5][CH:4]=1)=[O:2].[C:13]([O:17][C:18](O[C:18]([O:17][C:13]([CH3:16])([CH3:15])[CH3:14])=[O:19])=[O:19])([CH3:16])([CH3:15])[CH3:14].CN(C1C=CC=CN=1)C. Product: [C:13]([O:17][C:18]([N:5]1[C:6]2[C:11](=[C:10]([OH:12])[CH:9]=[CH:8][CH:7]=2)[C:3]([CH:1]=[O:2])=[CH:4]1)=[O:19])([CH3:16])([CH3:15])[CH3:14]. The catalyst class is: 10.